From a dataset of Reaction yield outcomes from USPTO patents with 853,638 reactions. Predict the reaction yield, written as a fraction of the theoretical maximum amount of product (1.0 means a 100% yield; for example, 0.34 means a 34% yield). (1) The reactants are [CH:1]([Mg]Cl)([CH3:3])[CH3:2].C(O[C:9]1[CH2:13][CH2:12][C:11](=[O:14])[CH:10]=1)C.Cl. No catalyst specified. The product is [CH:1]([C:9]1[CH2:13][CH2:12][C:11](=[O:14])[CH:10]=1)([CH3:3])[CH3:2]. The yield is 0.200. (2) The reactants are [Br:1][C:2]1[CH:7]=[CH:6][C:5]([C:8]2[NH:12][C:11]([C@@H:13]3[CH2:17][C@@H:16](O)[CH2:15][N:14]3[C:19]([O:21][CH2:22][C:23]3[CH:28]=[CH:27][CH:26]=[CH:25][CH:24]=3)=[O:20])=[N:10][CH:9]=2)=[CH:4][CH:3]=1.COCCN(S(F)(F)[F:39])CCOC.C(=O)(O)[O-].[Na+]. The catalyst is C(Cl)Cl. The product is [Br:1][C:2]1[CH:7]=[CH:6][C:5]([C:8]2[NH:12][C:11]([C@@H:13]3[CH2:17][C@H:16]([F:39])[CH2:15][N:14]3[C:19]([O:21][CH2:22][C:23]3[CH:28]=[CH:27][CH:26]=[CH:25][CH:24]=3)=[O:20])=[N:10][CH:9]=2)=[CH:4][CH:3]=1. The yield is 0.620. (3) The reactants are C([N:8]1[CH2:13][CH2:12][N:11]([N:14]2[CH2:19][CH2:18][CH2:17][CH2:16][C:15]2=[O:20])[CH2:10][CH2:9]1)C1C=CC=CC=1. The catalyst is CO.[OH-].[OH-].[Pd+2]. The product is [N:11]1([N:14]2[CH2:19][CH2:18][CH2:17][CH2:16][C:15]2=[O:20])[CH2:10][CH2:9][NH:8][CH2:13][CH2:12]1. The yield is 0.970. (4) The reactants are [CH3:1][O:2][C:3](=[O:21])[C:4]1[CH:9]=[CH:8][C:7]([CH:10]2OCC=C[O:11]2)=[CH:6][C:5]=1[CH2:16][CH2:17][CH2:18][CH2:19][CH3:20].Cl. The yield is 0.980. The catalyst is C1COCC1. The product is [CH3:1][O:2][C:3](=[O:21])[C:4]1[CH:9]=[CH:8][C:7]([CH:10]=[O:11])=[CH:6][C:5]=1[CH2:16][CH2:17][CH2:18][CH2:19][CH3:20]. (5) The yield is 0.770. The product is [C:1]([O:5][C:6]([N:7]1[C@@H:16]([C@@H:17]([O:43][CH2:44][C:45]2[CH:50]=[CH:49][CH:48]=[CH:47][CH:46]=2)[C@@H:18]([N:28]([CH2:36][C:37]2[CH:38]=[CH:39][CH:40]=[CH:41][CH:42]=2)[CH2:29][C:30]2[CH:35]=[CH:34][CH:33]=[CH:32][CH:31]=2)[CH2:19][C:20]2[CH:21]=[C:22]([F:27])[CH:23]=[C:24]([F:26])[CH:25]=2)[CH2:51][O:52][C@@H:9]([CH2:10][CH2:11][CH:12]([CH3:13])[CH3:14])[CH2:8]1)=[O:53])([CH3:3])([CH3:4])[CH3:2]. The catalyst is C1C=CC=CC=1. The reactants are [C:1]([O:5][C:6](=[O:53])[N:7]([C@H:16]([CH2:51][OH:52])[C@@H:17]([O:43][CH2:44][C:45]1[CH:50]=[CH:49][CH:48]=[CH:47][CH:46]=1)[C@@H:18]([N:28]([CH2:36][C:37]1[CH:42]=[CH:41][CH:40]=[CH:39][CH:38]=1)[CH2:29][C:30]1[CH:35]=[CH:34][CH:33]=[CH:32][CH:31]=1)[CH2:19][C:20]1[CH:25]=[C:24]([F:26])[CH:23]=[C:22]([F:27])[CH:21]=1)[CH2:8][C@@H:9](O)[CH2:10][CH2:11][CH:12]([CH3:14])[CH3:13])([CH3:4])([CH3:3])[CH3:2].C(P(CCCC)CCCC)CCC. (6) The reactants are [Br:1][C:2]1[CH:10]=[C:9]2[C:5](/[C:6](=[CH:12]/[C:13]3[CH:18]=[CH:17][CH:16]=[C:15]([Cl:19])[CH:14]=3)/[C:7](=[O:11])[NH:8]2)=[CH:4][CH:3]=1.[F:20][C:21]1[CH:22]=[CH:23][C:24]([CH3:36])=[C:25]([CH:27]=[N:28][C:29]([O:31][Si](C)(C)C)=[CH2:30])[CH:26]=1. The catalyst is C1(C)C=CC=CC=1. The product is [Br:1][C:2]1[CH:10]=[C:9]2[NH:8][C:7](=[O:11])[C:6]3([CH:12]([C:13]4[CH:18]=[CH:17][CH:16]=[C:15]([Cl:19])[CH:14]=4)[CH2:30][C:29](=[O:31])[NH:28][CH:27]3[C:25]3[CH:26]=[C:21]([F:20])[CH:22]=[CH:23][C:24]=3[CH3:36])[C:5]2=[CH:4][CH:3]=1. The yield is 0.540. (7) The yield is 0.550. The catalyst is CCO.[OH-].[OH-].[Pd+2]. The reactants are C([N:8](CC1C=CC=CC=1)[C@@H:9]([C:15](=[O:18])[CH2:16][CH3:17])[C:10]([O:12][CH2:13][CH3:14])=[O:11])C1C=CC=CC=1.[C:34](O[C:34]([O:36][C:37]([CH3:40])([CH3:39])[CH3:38])=[O:35])([O:36][C:37]([CH3:40])([CH3:39])[CH3:38])=[O:35]. The product is [C:37]([O:36][C:34]([NH:8][C@@H:9]([C:15](=[O:18])[CH2:16][CH3:17])[C:10]([O:12][CH2:13][CH3:14])=[O:11])=[O:35])([CH3:38])([CH3:39])[CH3:40]. (8) The reactants are [N+:1]([C:4]1[CH:5]=[C:6]2[C:11](=[CH:12][CH:13]=1)[NH:10][C:9](=[O:14])[CH2:8][CH2:7]2)([O-:3])=[O:2].C1C(=O)N(Br)C(=O)C1.C(OOC(=O)C1C=CC=CC=1)(=O)C1C=CC=CC=1. The catalyst is C(Cl)(Cl)Cl. The product is [N+:1]([C:4]1[CH:5]=[C:6]2[C:11](=[CH:12][CH:13]=1)[N:10]=[C:9]([OH:14])[CH:8]=[CH:7]2)([O-:3])=[O:2]. The yield is 0.790. (9) The catalyst is C1(C)C=CC=CC=1.CC([O-])=O.CC([O-])=O.[Pd+2].COC1C=CC=C(OC)C=1C1C=CC=CC=1P(C1CCCCC1)C1CCCCC1. The product is [C:13]1([CH3:12])[CH:18]=[CH:17][C:16]([C:2]2[NH:10][C:5]3[C:4]([CH:3]=2)=[CH:9][CH:8]=[CH:7][CH:6]=3)=[CH:15][CH:14]=1. The yield is 0.880. The reactants are Br[C:2](Br)=[CH:3][C:4]1[CH:9]=[CH:8][CH:7]=[CH:6][C:5]=1[NH2:10].[CH3:12][C:13]1[CH:18]=[CH:17][C:16](B(O)O)=[CH:15][CH:14]=1.[O-]P([O-])([O-])=O.[K+].[K+].[K+].O. (10) The reactants are [CH2:1]([N:3]([CH2:6][C:7]1[CH:24]=[CH:23][C:10](/[CH:11]=[N:12]/[C:13]2[CH:21]=[CH:20][CH:19]=[C:18]3[C:14]=2[CH2:15][O:16][C:17]3=[O:22])=[CH:9][CH:8]=1)[CH2:4][CH3:5])[CH3:2].[CH3:25][C:26]1[CH:33]=[CH:32][C:29]([CH:30]=O)=[CH:28][CH:27]=1.[O-:34][CH2:35][CH3:36].[Na+].C(O)C. The catalyst is C(OCC)(=O)CC. The product is [CH2:1]([N:3]([CH2:6][C:7]1[CH:24]=[CH:23][C:10]([CH:11]2[CH:25]([C:26]3[CH:33]=[CH:32][C:29]([CH3:30])=[CH:28][CH:27]=3)[C:35](=[O:34])[C:36]3[C:18]([C:17]([O:16][CH2:15][CH3:14])=[O:22])=[CH:19][CH:20]=[CH:21][C:13]=3[NH:12]2)=[CH:9][CH:8]=1)[CH2:4][CH3:5])[CH3:2]. The yield is 0.340.